This data is from Full USPTO retrosynthesis dataset with 1.9M reactions from patents (1976-2016). The task is: Predict the reactants needed to synthesize the given product. (1) The reactants are: [C:1]([C:3]1[N:7]([CH:8]2[CH2:13][CH2:12][N:11]([C:14]([O:16][CH:17]([CH3:19])[CH3:18])=[O:15])[CH2:10][CH2:9]2)[N:6]=[CH:5][C:4]=1[CH2:20][O:21][C:22]1[CH:27]=[CH:26][C:25]([C:28]2[N:32]([CH2:33][CH2:34][O:35][Si](C)(C)C)[N:31]=[N:30][N:29]=2)=[CH:24][C:23]=1[F:40])#[N:2].Cl. Given the product [C:1]([C:3]1[N:7]([CH:8]2[CH2:9][CH2:10][N:11]([C:14]([O:16][CH:17]([CH3:19])[CH3:18])=[O:15])[CH2:12][CH2:13]2)[N:6]=[CH:5][C:4]=1[CH2:20][O:21][C:22]1[CH:27]=[CH:26][C:25]([C:28]2[N:32]([CH2:33][CH2:34][OH:35])[N:31]=[N:30][N:29]=2)=[CH:24][C:23]=1[F:40])#[N:2], predict the reactants needed to synthesize it. (2) Given the product [CH3:1][C:2]1[CH:7]=[CH:6][C:5]([CH3:8])=[CH:4][C:3]=1[CH2:9][C:10]([N:12]1[CH2:17][CH2:16][CH:15]([C:18]2[O:19][CH:20]=[C:21]([C:23]([O:25][CH3:26])=[O:24])[N:22]=2)[CH2:14][CH2:13]1)=[O:11], predict the reactants needed to synthesize it. The reactants are: [CH3:1][C:2]1[CH:7]=[CH:6][C:5]([CH3:8])=[CH:4][C:3]=1[CH2:9][C:10]([N:12]1[CH2:17][CH2:16][CH:15]([C:18]2[O:19][CH2:20][CH:21]([C:23]([O:25][CH3:26])=[O:24])[N:22]=2)[CH2:14][CH2:13]1)=[O:11].N12CCCN=C1CCCCC2.BrC(Cl)(Cl)Cl. (3) Given the product [CH3:47][C:48]1[CH2:43][CH2:52][C@@H:51]([C:56]([CH3:57])=[CH2:55])[CH2:50][CH:49]=1.[C:59]([O:60][CH:13]([CH3:18])[CH3:14])(=[O:6])[CH2:58][CH2:57][CH2:56][CH2:51][CH2:50][CH2:49][CH2:48][CH2:43][CH2:52][CH2:53][CH2:54][CH2:55][CH3:62], predict the reactants needed to synthesize it. The reactants are: C(Cl)([O:6]C(F)F)C(F)(F)F.CN[C:13]1(C2C=CC=CC=2Cl)[C:18](=O)CCC[CH2:14]1.CC1C=CC=C(C)C=1NC1SCCCN=1.C[C@@:43]12[C@H:52]3[CH2:53][CH2:54][C@:55]4([CH3:62])[C:59](=[O:60])[C@H:58](F)[CH2:57][C@H:56]4[C@@H:51]3[CH2:50][CH:49]=[C:48]1[CH2:47]CCC2. (4) The reactants are: [CH2:1]([O:8][C:9]1[C:14]2[N:15]([CH2:19][CH2:20][O:21][CH3:22])[C:16]([CH3:18])=[N:17][C:13]=2[CH:12]=[C:11]([C:23]([OH:25])=O)[CH:10]=1)[C:2]1[CH:7]=[CH:6][CH:5]=[CH:4][CH:3]=1.Cl.[CH3:27][NH:28][CH3:29].Cl.CN(C)CCCN=C=NCC.O.ON1C2C=CC=CC=2N=N1.C(N(CC)CC)C. Given the product [CH2:1]([O:8][C:9]1[C:14]2[N:15]([CH2:19][CH2:20][O:21][CH3:22])[C:16]([CH3:18])=[N:17][C:13]=2[CH:12]=[C:11]([C:23]([N:28]([CH3:29])[CH3:27])=[O:25])[CH:10]=1)[C:2]1[CH:7]=[CH:6][CH:5]=[CH:4][CH:3]=1, predict the reactants needed to synthesize it. (5) Given the product [ClH:1].[Cl:1][C:2]1[C:7]([CH2:8][O:9][CH2:10][CH2:11][NH2:12])=[CH:6][CH:5]=[C:4]([CH3:20])[N+:3]=1[O-:21], predict the reactants needed to synthesize it. The reactants are: [Cl:1][C:2]1[C:7]([CH2:8][O:9][CH2:10][CH2:11][NH:12]C(=O)OC(C)(C)C)=[CH:6][CH:5]=[C:4]([CH3:20])[N+:3]=1[O-:21]. (6) Given the product [Cl:14][C:9]1[CH:8]=[C:7]([C:3]2([OH:6])[CH2:4][N:24]([CH2:20][CH:21]([CH3:23])[CH3:22])[CH2:2]2)[CH:12]=[C:11]([F:13])[CH:10]=1, predict the reactants needed to synthesize it. The reactants are: Cl[CH2:2][C:3]([C:7]1[CH:12]=[C:11]([F:13])[CH:10]=[C:9]([Cl:14])[CH:8]=1)([OH:6])[CH2:4]Cl.C(=O)(O)[O-].[Na+].[CH2:20]([NH2:24])[CH:21]([CH3:23])[CH3:22].